This data is from Full USPTO retrosynthesis dataset with 1.9M reactions from patents (1976-2016). The task is: Predict the reactants needed to synthesize the given product. (1) Given the product [C:1]([C:3]1[CH:4]=[CH:5][C:6]([N:10]2[C@@H:14]([CH:15]3[CH2:16][CH2:17][CH2:18][CH2:19]3)[CH2:13][C:12]([C:20]3[CH:28]=[CH:27][C:23]([C:24]([NH2:34])=[O:25])=[C:22]([O:29][CH2:30][CH3:31])[CH:21]=3)=[N:11]2)=[N:7][C:8]=1[CH3:9])#[N:2], predict the reactants needed to synthesize it. The reactants are: [C:1]([C:3]1[CH:4]=[CH:5][C:6]([N:10]2[C@@H:14]([CH:15]3[CH2:19][CH2:18][CH2:17][CH2:16]3)[CH2:13][C:12]([C:20]3[CH:28]=[CH:27][C:23]([C:24](O)=[O:25])=[C:22]([O:29][CH2:30][CH3:31])[CH:21]=3)=[N:11]2)=[N:7][C:8]=1[CH3:9])#[N:2].C(N1C=CN=C1)([N:34]1C=CN=C1)=O.[OH-].[NH4+].O. (2) Given the product [C:10]([O:14][C:15]([N:17]1[CH2:22][CH2:21][O:20][CH2:19][C@@H:18]1[C:23]([NH:9][NH:8][C:5]1[CH:4]=[CH:3][C:2]([F:1])=[CH:7][N:6]=1)=[O:24])=[O:16])([CH3:13])([CH3:12])[CH3:11], predict the reactants needed to synthesize it. The reactants are: [F:1][C:2]1[CH:3]=[CH:4][C:5]([NH:8][NH2:9])=[N:6][CH:7]=1.[C:10]([O:14][C:15]([N:17]1[CH2:22][CH2:21][O:20][CH2:19][C@@H:18]1[C:23](O)=[O:24])=[O:16])([CH3:13])([CH3:12])[CH3:11].C(Cl)CCl.C1C=CC2N(O)N=NC=2C=1.O. (3) Given the product [CH:18]([C:8]1[S:7][C:6]([C:9]([OH:11])=[O:10])=[C:5]2[CH2:12][CH2:13][C:2]([CH3:14])([CH3:1])[CH2:3][C:4]=12)=[O:19], predict the reactants needed to synthesize it. The reactants are: [CH3:1][C:2]1([CH3:14])[CH2:13][CH2:12][C:5]2=[C:6]([C:9]([OH:11])=[O:10])[S:7][CH:8]=[C:4]2[CH2:3]1.CN([CH:18]=[O:19])C.C(O)(=O)CC(CC(O)=O)(C(O)=O)O. (4) Given the product [CH2:1]([O:3][C:4](=[O:32])[CH2:5][N:6]([S:43]([N:35]([CH2:33][CH3:34])[C:36]1[CH:37]=[C:38]([CH3:42])[CH:39]=[CH:40][CH:41]=1)(=[O:44])=[O:45])[CH2:7][C:8]1[CH:13]=[CH:12][CH:11]=[C:10]([O:14][CH2:15][C:16]2[N:17]=[C:18]([C:22]3[CH:23]=[CH:24][C:25]([C:28]([F:31])([F:30])[F:29])=[CH:26][CH:27]=3)[O:19][C:20]=2[CH3:21])[CH:9]=1)[CH3:2], predict the reactants needed to synthesize it. The reactants are: [CH2:1]([O:3][C:4](=[O:32])[CH2:5][NH:6][CH2:7][C:8]1[CH:13]=[CH:12][CH:11]=[C:10]([O:14][CH2:15][C:16]2[N:17]=[C:18]([C:22]3[CH:27]=[CH:26][C:25]([C:28]([F:31])([F:30])[F:29])=[CH:24][CH:23]=3)[O:19][C:20]=2[CH3:21])[CH:9]=1)[CH3:2].[CH2:33]([N:35]([S:43](Cl)(=[O:45])=[O:44])[C:36]1[CH:37]=[C:38]([CH3:42])[CH:39]=[CH:40][CH:41]=1)[CH3:34].C(N(CC)CC)C. (5) Given the product [F:45][C:40]1[CH:41]=[CH:42][CH:43]=[CH:44][C:39]=1[C:11]1[C:10]([O:46][CH2:47][C:48]([F:51])([F:50])[F:49])=[CH:9][C:8]2[N:7]=[C:17]([C:18]3[CH:23]=[CH:22][CH:21]=[C:20]([N:24]4[C:28]([CH2:29][OH:30])=[CH:27][N:26]=[N:25]4)[CH:19]=3)[CH2:16][C:15](=[O:38])[NH:14][C:13]=2[CH:12]=1, predict the reactants needed to synthesize it. The reactants are: C(OC(=O)[NH:7][C:8]1[C:13]([NH:14][C:15](=[O:38])[CH2:16][C:17](=O)[C:18]2[CH:23]=[CH:22][CH:21]=[C:20]([N:24]3[C:28]([CH2:29][O:30]C4CCCCO4)=[CH:27][N:26]=[N:25]3)[CH:19]=2)=[CH:12][C:11]([C:39]2[CH:44]=[CH:43][CH:42]=[CH:41][C:40]=2[F:45])=[C:10]([O:46][CH2:47][C:48]([F:51])([F:50])[F:49])[CH:9]=1)(C)(C)C.C(O)(C(F)(F)F)=O. (6) Given the product [Cl:18][CH2:19][C:20]([C:8]1[CH:9]=[CH:10][C:5]([C:11]2([C:14]([O:16][CH3:17])=[O:15])[CH2:13][CH2:12]2)=[CH:6][CH:7]=1)=[O:21], predict the reactants needed to synthesize it. The reactants are: [Cl-].[Cl-].[Cl-].[Al+3].[C:5]1([C:11]2([C:14]([O:16][CH3:17])=[O:15])[CH2:13][CH2:12]2)[CH:10]=[CH:9][CH:8]=[CH:7][CH:6]=1.[Cl:18][CH2:19][C:20](Cl)=[O:21].C(=S)=S. (7) Given the product [F:8][C:9]([F:19])([F:20])[C:10]1[CH:11]=[C:12]([CH:16]=[CH:17][CH:18]=1)[C:13]([NH:1][CH2:2][C:3]([OH:5])=[O:4])=[O:14], predict the reactants needed to synthesize it. The reactants are: [NH2:1][CH2:2][C:3]([OH:5])=[O:4].[OH-].[Na+].[F:8][C:9]([F:20])([F:19])[C:10]1[CH:11]=[C:12]([CH:16]=[CH:17][CH:18]=1)[C:13](Cl)=[O:14].Cl. (8) Given the product [ClH:52].[NH2:7][C@H:8]1[CH2:13][CH2:12][CH2:11][N:10]([C:14]2[N:22]([CH2:23][C:24]3[CH:29]=[CH:28][CH:27]=[CH:26][CH:25]=3)[C:21]3[C:34](=[O:37])[N:19]([CH2:20][C:47]4[CH:46]=[CH:45][CH:44]=[C:43]5[C:48]=4[N:49]=[CH:50][CH:51]=[CH:42]5)[CH:18]=[N:17][C:16]=3[C:15]=2[C:31]#[N:32])[CH2:9]1, predict the reactants needed to synthesize it. The reactants are: C(OC(=O)[NH:7][C@H:8]1[CH2:13][CH2:12][CH2:11][N:10]([C:14]2[N:22]([CH2:23][C:24]3[CH:29]=[CH:28][CH:27]=[CH:26][CH:25]=3)[C:21]3[C:20](=O)[NH:19][CH:18]=[N:17][C:16]=3[C:15]=2[C:31]#[N:32])[CH2:9]1)(C)(C)C.[C:34](=[O:37])([O-])[O-].[K+].[K+].BrC[C:42]1[CH:43]=[CH:44][CH:45]=[C:46]2[C:51]=1[CH:50]=[N:49][CH:48]=[CH:47]2.[ClH:52]. (9) Given the product [CH:1]1([CH2:7][C:8]2([CH3:37])[C:17]3[C:12](=[CH:13][CH:14]=[CH:15][CH:16]=3)[C:11]([O-:18])=[C:10]([C:19]3[NH:24][C:23]4[CH:25]=[CH:26][C:27]([NH:29][S:30]([CH3:33])(=[O:32])=[O:31])=[CH:28][C:22]=4[S:21](=[O:34])(=[O:35])[N:20]=3)[C:9]2=[O:36])[CH2:2][CH2:3][CH2:4][CH2:5][CH2:6]1.[Na+:39], predict the reactants needed to synthesize it. The reactants are: [CH:1]1([CH2:7][C:8]2([CH3:37])[C:17]3[C:12](=[CH:13][CH:14]=[CH:15][CH:16]=3)[C:11]([OH:18])=[C:10]([C:19]3[NH:24][C:23]4[CH:25]=[CH:26][C:27]([NH:29][S:30]([CH3:33])(=[O:32])=[O:31])=[CH:28][C:22]=4[S:21](=[O:35])(=[O:34])[N:20]=3)[C:9]2=[O:36])[CH2:6][CH2:5][CH2:4][CH2:3][CH2:2]1.[OH-].[Na+:39]. (10) Given the product [CH3:20][N:18]1[CH:19]=[C:15]([N:14]2[C:5]3[C:4]4[CH:3]=[C:2]([C:33]5[CH:32]=[N:31][CH:30]=[C:29]([O:28][CH2:27][CH2:26][O:25][CH3:24])[CH:34]=5)[CH:11]=[CH:10][C:9]=4[N:8]=[CH:7][C:6]=3[N:12]([CH3:23])[C:13]2=[O:22])[C:16]([CH3:21])=[N:17]1, predict the reactants needed to synthesize it. The reactants are: Br[C:2]1[CH:11]=[CH:10][C:9]2[N:8]=[CH:7][C:6]3[N:12]([CH3:23])[C:13](=[O:22])[N:14]([C:15]4[C:16]([CH3:21])=[N:17][N:18]([CH3:20])[CH:19]=4)[C:5]=3[C:4]=2[CH:3]=1.[CH3:24][O:25][CH2:26][CH2:27][O:28][C:29]1[CH:30]=[N:31][CH:32]=[C:33](B2OC(C)(C)C(C)(C)O2)[CH:34]=1.